From a dataset of Reaction yield outcomes from USPTO patents with 853,638 reactions. Predict the reaction yield, written as a fraction of the theoretical maximum amount of product (1.0 means a 100% yield; for example, 0.34 means a 34% yield). (1) The reactants are C(OC(=O)[NH:7][CH:8]1[CH2:13][CH2:12][N:11]([C:14]2[C:15]3[S:22][CH:21]=[CH:20][C:16]=3[N:17]=[CH:18][N:19]=2)[CH2:10][CH2:9]1)(C)(C)C.C(O)(C(F)(F)F)=O. The catalyst is C(Cl)Cl. The product is [N:17]1[C:16]2[CH:20]=[CH:21][S:22][C:15]=2[C:14]([N:11]2[CH2:10][CH2:9][CH:8]([NH2:7])[CH2:13][CH2:12]2)=[N:19][CH:18]=1. The yield is 0.620. (2) The reactants are C[O:2][C:3](=[O:36])[CH:4]([NH:16][C:17]([N:19]1[CH2:24][CH2:23][CH:22]([N:25]2[CH2:34][C:33]3[C:28](=[CH:29][CH:30]=[CH:31][CH:32]=3)[NH:27][C:26]2=[O:35])[CH2:21][CH2:20]1)=[O:18])[CH2:5][C:6]1[CH:7]=[C:8]2[C:12](=[C:13]([CH3:15])[CH:14]=1)[NH:11][N:10]=[CH:9]2.O1CCCC1.CO.[OH-].[Li+]. The catalyst is O. The product is [CH3:15][C:13]1[CH:14]=[C:6]([CH2:5][CH:4]([NH:16][C:17]([N:19]2[CH2:20][CH2:21][CH:22]([N:25]3[CH2:34][C:33]4[C:28](=[CH:29][CH:30]=[CH:31][CH:32]=4)[NH:27][C:26]3=[O:35])[CH2:23][CH2:24]2)=[O:18])[C:3]([OH:36])=[O:2])[CH:7]=[C:8]2[C:12]=1[NH:11][N:10]=[CH:9]2. The yield is 0.750. (3) The reactants are [CH3:1][O:2][CH2:3][CH2:4][O:5][CH2:6]Cl.[Br:8][C:9]1[CH:10]=[C:11]([C:16]2[CH:21]=[CH:20][CH:19]=[C:18]([F:22])[CH:17]=2)[CH:12]=[CH:13][C:14]=1[OH:15].C(N(C(C)C)CC)(C)C.[OH-].[Na+]. The catalyst is ClCCl. The product is [Br:8][C:9]1[CH:10]=[C:11]([C:16]2[CH:21]=[CH:20][CH:19]=[C:18]([F:22])[CH:17]=2)[CH:12]=[CH:13][C:14]=1[O:15][CH2:6][O:5][CH2:4][CH2:3][O:2][CH3:1]. The yield is 0.800. (4) The reactants are [CH2:1]([O:6][C:7]([NH:9][C@H:10]([C:15]([O:17]C)=[O:16])[CH2:11][CH2:12][CH2:13][CH3:14])=[O:8])[CH2:2][CH2:3][CH:4]=[CH2:5].[OH-].[Na+].Cl. The catalyst is C1COCC1. The product is [CH2:1]([O:6][C:7]([NH:9][C@H:10]([C:15]([OH:17])=[O:16])[CH2:11][CH2:12][CH2:13][CH3:14])=[O:8])[CH2:2][CH2:3][CH:4]=[CH2:5]. The yield is 0.880. (5) The reactants are [CH3:1][S:2](Cl)(=[O:4])=[O:3].CCN(CC)CC.[CH3:13][O:14][C:15](=[O:55])[C:16]1[CH:21]=[CH:20][C:19]([O:22][CH2:23][CH2:24][C:25]2[C:33]3[C:28](=[CH:29][CH:30]=[C:31]([Cl:34])[CH:32]=3)[N:27]([CH:35]([C:42]3[CH:47]=[CH:46][CH:45]=[CH:44][CH:43]=3)[C:36]3[CH:41]=[CH:40][CH:39]=[CH:38][CH:37]=3)[C:26]=2[CH2:48][CH2:49][OH:50])=[CH:18][C:17]=1[O:51][CH:52]([CH3:54])[CH3:53]. The catalyst is ClCCl. The product is [CH3:13][O:14][C:15](=[O:55])[C:16]1[CH:21]=[CH:20][C:19]([O:22][CH2:23][CH2:24][C:25]2[C:33]3[C:28](=[CH:29][CH:30]=[C:31]([Cl:34])[CH:32]=3)[N:27]([CH:35]([C:36]3[CH:41]=[CH:40][CH:39]=[CH:38][CH:37]=3)[C:42]3[CH:43]=[CH:44][CH:45]=[CH:46][CH:47]=3)[C:26]=2[CH2:48][CH2:49][O:50][S:2]([CH3:1])(=[O:4])=[O:3])=[CH:18][C:17]=1[O:51][CH:52]([CH3:53])[CH3:54]. The yield is 1.00. (6) The reactants are I[CH3:2].[C:3]([O:7][C:8](=[O:25])[CH2:9][CH2:10][C@H:11]([NH:14][C:15]([O:17][CH2:18][C:19]1[CH:24]=[CH:23][CH:22]=[CH:21][CH:20]=1)=[O:16])[CH2:12][OH:13])([CH3:6])([CH3:5])[CH3:4]. The catalyst is C(#N)C.[Ag-]=O. The product is [C:3]([O:7][C:8](=[O:25])[CH2:9][CH2:10][C@H:11]([NH:14][C:15]([O:17][CH2:18][C:19]1[CH:24]=[CH:23][CH:22]=[CH:21][CH:20]=1)=[O:16])[CH2:12][O:13][CH3:2])([CH3:6])([CH3:4])[CH3:5]. The yield is 0.650. (7) The reactants are [Cl-].[Al+3].[Cl-].[Cl-].[CH2:5]([C:7]1[CH:12]=[CH:11][C:10]([NH:13][C:14](=[O:16])[CH3:15])=[CH:9][C:8]=1[O:17][CH3:18])[CH3:6].[C:19](Cl)(=[O:21])[CH3:20]. The catalyst is ClCCl. The product is [C:19]([C:11]1[CH:12]=[C:7]([CH2:5][CH3:6])[C:8]([O:17][CH3:18])=[CH:9][C:10]=1[NH:13][C:14](=[O:16])[CH3:15])(=[O:21])[CH3:20]. The yield is 0.940. (8) The reactants are Br[C:2]1[CH:7]=[CH:6][C:5]([C:8]2[N:12]([CH2:13][C@@H:14]3[CH2:18][CH2:17][N:16]([C:19]([O:21][C:22]([CH3:25])([CH3:24])[CH3:23])=[O:20])[CH2:15]3)[C:11](=[O:26])[NH:10][N:9]=2)=[CH:4][CH:3]=1.CC1(C)C(C)(C)OB([C:35]2[CH:36]=[CH:37][C:38]3[O:42][CH:41]=[CH:40][C:39]=3[CH:43]=2)O1.C([O-])([O-])=O.[Cs+].[Cs+]. The catalyst is CC(C)([P](C(C)(C)C)([Pd][P](C(C)(C)C)(C(C)(C)C)C(C)(C)C)C(C)(C)C)C. The product is [O:42]1[C:38]2[CH:37]=[CH:36][C:35]([C:2]3[CH:3]=[CH:4][C:5]([C:8]4[N:12]([CH2:13][C@@H:14]5[CH2:18][CH2:17][N:16]([C:19]([O:21][C:22]([CH3:25])([CH3:24])[CH3:23])=[O:20])[CH2:15]5)[C:11](=[O:26])[NH:10][N:9]=4)=[CH:6][CH:7]=3)=[CH:43][C:39]=2[CH:40]=[CH:41]1. The yield is 0.800.